This data is from Catalyst prediction with 721,799 reactions and 888 catalyst types from USPTO. The task is: Predict which catalyst facilitates the given reaction. (1) Reactant: S(O)(C1C=CC(C)=CC=1)(=O)=O.O.[C:13]([N:20]1[CH2:25][CH2:24][NH:23][CH2:22][CH2:21]1)([O:15][C:16]([CH3:19])([CH3:18])[CH3:17])=[O:14].O=[C:27]([C:31]1[CH:36]=[CH:35][CH:34]=[CH:33][CH:32]=1)[CH2:28][C:29]#[N:30]. Product: [C:29]([CH:28]=[C:27]([N:23]1[CH2:22][CH2:21][N:20]([C:13]([O:15][C:16]([CH3:19])([CH3:18])[CH3:17])=[O:14])[CH2:25][CH2:24]1)[C:31]1[CH:36]=[CH:35][CH:34]=[CH:33][CH:32]=1)#[N:30]. The catalyst class is: 48. (2) Reactant: [CH3:1][O:2][CH:3]([O:15][CH3:16])[CH2:4][C:5]1[C:13]2[NH:12][C:11](=[O:14])[NH:10][C:9]=2[CH:8]=[CH:7][CH:6]=1.[CH2:17](Br)[C:18]1[CH:23]=[CH:22][CH:21]=[CH:20][CH:19]=1.CC(C)([O-])C.[K+]. Product: [CH2:17]([N:10]1[C:9]2[CH:8]=[CH:7][CH:6]=[C:5]([CH2:4][CH:3]([O:2][CH3:1])[O:15][CH3:16])[C:13]=2[NH:12][C:11]1=[O:14])[C:18]1[CH:23]=[CH:22][CH:21]=[CH:20][CH:19]=1. The catalyst class is: 3. (3) Reactant: [C:1]([C:5]1[CH:6]=[C:7]([NH:17][C:18]([NH:20][C:21]2[C:30]3[C:25](=[CH:26][CH:27]=[CH:28][CH:29]=3)[C:24]([O:31][C:32]3[CH:37]=[CH:36][N:35]=[C:34]([NH:38][C:39]4[CH:44]=[CH:43][CH:42]=[CH:41][CH:40]=4)[N:33]=3)=[CH:23][CH:22]=2)=[O:19])[C:8]([O:15][CH3:16])=[C:9]([CH:14]=1)[C:10]([O:12]C)=[O:11])([CH3:4])([CH3:3])[CH3:2].[OH-].[Na+].CO.Cl. Product: [C:1]([C:5]1[CH:6]=[C:7]([NH:17][C:18]([NH:20][C:21]2[C:30]3[C:25](=[CH:26][CH:27]=[CH:28][CH:29]=3)[C:24]([O:31][C:32]3[CH:37]=[CH:36][N:35]=[C:34]([NH:38][C:39]4[CH:44]=[CH:43][CH:42]=[CH:41][CH:40]=4)[N:33]=3)=[CH:23][CH:22]=2)=[O:19])[C:8]([O:15][CH3:16])=[C:9]([CH:14]=1)[C:10]([OH:12])=[O:11])([CH3:4])([CH3:2])[CH3:3]. The catalyst class is: 20. (4) Reactant: [CH3:12][CH2:11][O:10][C:8](/N=N/[C:8]([O:10][CH2:11][CH3:12])=O)=O.[CH3:13][O:14][C:15]1[CH:20]=[C:19]([N+:21]([O-:23])=[O:22])[CH:18]=[CH:17][C:16]=1[OH:24].O1C[C@@H]1CO.C1C=CC(P(C2C=CC=CC=2)C2C=CC=CC=2)=CC=1. Product: [CH3:13][O:14][C:15]1[CH:20]=[C:19]([N+:21]([O-:23])=[O:22])[CH:18]=[CH:17][C:16]=1[O:24][CH2:12][C@H:11]1[CH2:8][O:10]1. The catalyst class is: 49. (5) Reactant: CCN=C=NCCCN(C)C.[OH:12][CH2:13][C@H:14]1[CH2:19][CH2:18][CH2:17][C:16](=[O:20])[N:15]1[CH2:21][C:22]#[C:23][CH2:24][O:25][CH2:26][C:27]#[N:28].CS(C)=O.FC(F)(F)C([O-])=O.[NH+]1C=CC=CC=1. Product: [CH:13]([C@H:14]1[CH2:19][CH2:18][CH2:17][C:16](=[O:20])[N:15]1[CH2:21][C:22]#[C:23][CH2:24][O:25][CH2:26][C:27]#[N:28])=[O:12]. The catalyst class is: 48. (6) Reactant: BrC1C=CC(S(O[CH2:12][C@@H:13]2[O:27][C:17]3=[C:18]4[C:23](=[CH:24][CH:25]=[C:16]3[O:15][CH2:14]2)[N:22]=[C:21]([CH3:26])[CH:20]=[CH:19]4)(=O)=O)=CC=1.C[N:29]([C:31]1[CH:36]=[CH:35][CH:34]=[CH:33][N:32]=1)[CH3:30].C(=O)(O)[O-].[Na+]. Product: [CH2:35]1[C:34]2[NH:33][C:32]3[C:17](=[CH:16][CH:25]=[CH:24][CH:23]=3)[C:18]=2[CH2:19][CH:31]([CH2:29][NH:30][CH2:12][C@@H:13]2[O:27][C:17]3=[C:18]4[C:23](=[CH:24][CH:25]=[C:16]3[O:15][CH2:14]2)[N:22]=[C:21]([CH3:26])[CH:20]=[CH:19]4)[CH2:36]1. The catalyst class is: 148. (7) Reactant: [CH:1]([O:3][CH2:4][CH:5]([CH3:7])[CH3:6])=[CH2:2].N(C(C)(C)C(OC)=O)=NC(C)(C)[C:11](OC)=[O:12]. Product: [CH:1]([O:3][CH2:4][CH2:5][CH2:7][CH2:11][OH:12])=[CH2:2].[CH:1]([O:3][CH2:4][CH:5]([CH3:7])[CH3:6])=[CH2:2]. The catalyst class is: 5.